The task is: Regression. Given two drug SMILES strings and cell line genomic features, predict the synergy score measuring deviation from expected non-interaction effect.. This data is from NCI-60 drug combinations with 297,098 pairs across 59 cell lines. (1) Drug 1: CC1=C(C=C(C=C1)C(=O)NC2=CC(=CC(=C2)C(F)(F)F)N3C=C(N=C3)C)NC4=NC=CC(=N4)C5=CN=CC=C5. Drug 2: C1CCC(C(C1)N)N.C(=O)(C(=O)[O-])[O-].[Pt+4]. Cell line: EKVX. Synergy scores: CSS=6.99, Synergy_ZIP=0.481, Synergy_Bliss=1.25, Synergy_Loewe=2.92, Synergy_HSA=1.39. (2) Drug 1: C1C(C(OC1N2C=C(C(=O)NC2=O)F)CO)O. Drug 2: C1CN1C2=NC(=NC(=N2)N3CC3)N4CC4. Cell line: DU-145. Synergy scores: CSS=57.0, Synergy_ZIP=-8.62, Synergy_Bliss=-4.48, Synergy_Loewe=-3.59, Synergy_HSA=-0.301. (3) Drug 1: CC(C1=C(C=CC(=C1Cl)F)Cl)OC2=C(N=CC(=C2)C3=CN(N=C3)C4CCNCC4)N. Drug 2: CNC(=O)C1=NC=CC(=C1)OC2=CC=C(C=C2)NC(=O)NC3=CC(=C(C=C3)Cl)C(F)(F)F. Cell line: MDA-MB-435. Synergy scores: CSS=34.7, Synergy_ZIP=-11.7, Synergy_Bliss=-8.94, Synergy_Loewe=-14.2, Synergy_HSA=-10.7.